Regression. Given two drug SMILES strings and cell line genomic features, predict the synergy score measuring deviation from expected non-interaction effect. From a dataset of NCI-60 drug combinations with 297,098 pairs across 59 cell lines. (1) Drug 1: C1=CC(=C2C(=C1NCCNCCO)C(=O)C3=C(C=CC(=C3C2=O)O)O)NCCNCCO. Drug 2: CC1=C(N=C(N=C1N)C(CC(=O)N)NCC(C(=O)N)N)C(=O)NC(C(C2=CN=CN2)OC3C(C(C(C(O3)CO)O)O)OC4C(C(C(C(O4)CO)O)OC(=O)N)O)C(=O)NC(C)C(C(C)C(=O)NC(C(C)O)C(=O)NCCC5=NC(=CS5)C6=NC(=CS6)C(=O)NCCC[S+](C)C)O. Cell line: MOLT-4. Synergy scores: CSS=82.4, Synergy_ZIP=10.6, Synergy_Bliss=10.8, Synergy_Loewe=-8.68, Synergy_HSA=9.04. (2) Drug 1: CC12CCC(CC1=CCC3C2CCC4(C3CC=C4C5=CN=CC=C5)C)O. Drug 2: CCC1(C2=C(COC1=O)C(=O)N3CC4=CC5=C(C=CC(=C5CN(C)C)O)N=C4C3=C2)O.Cl. Cell line: U251. Synergy scores: CSS=38.6, Synergy_ZIP=-4.92, Synergy_Bliss=-1.90, Synergy_Loewe=-42.4, Synergy_HSA=-0.695. (3) Drug 1: C1CN1P(=S)(N2CC2)N3CC3. Drug 2: C#CCC(CC1=CN=C2C(=N1)C(=NC(=N2)N)N)C3=CC=C(C=C3)C(=O)NC(CCC(=O)O)C(=O)O. Cell line: COLO 205. Synergy scores: CSS=57.7, Synergy_ZIP=-1.25, Synergy_Bliss=-3.45, Synergy_Loewe=-1.95, Synergy_HSA=-1.31. (4) Cell line: HCC-2998. Drug 1: C1=CC(=CC=C1C#N)C(C2=CC=C(C=C2)C#N)N3C=NC=N3. Drug 2: CC1=C(C(CCC1)(C)C)C=CC(=CC=CC(=CC(=O)O)C)C. Synergy scores: CSS=2.20, Synergy_ZIP=6.42, Synergy_Bliss=3.23, Synergy_Loewe=-1.63, Synergy_HSA=-0.764. (5) Drug 1: C1CC(=O)NC(=O)C1N2CC3=C(C2=O)C=CC=C3N. Drug 2: CC1=C(C=C(C=C1)C(=O)NC2=CC(=CC(=C2)C(F)(F)F)N3C=C(N=C3)C)NC4=NC=CC(=N4)C5=CN=CC=C5. Cell line: HCC-2998. Synergy scores: CSS=-8.75, Synergy_ZIP=4.23, Synergy_Bliss=0.374, Synergy_Loewe=-4.90, Synergy_HSA=-5.70. (6) Drug 2: C1=CC(=CC=C1CCCC(=O)O)N(CCCl)CCCl. Drug 1: C1CN1C2=NC(=NC(=N2)N3CC3)N4CC4. Cell line: 786-0. Synergy scores: CSS=40.6, Synergy_ZIP=-0.317, Synergy_Bliss=0.405, Synergy_Loewe=-14.4, Synergy_HSA=0.275. (7) Drug 2: N.N.Cl[Pt+2]Cl. Cell line: BT-549. Synergy scores: CSS=26.6, Synergy_ZIP=-3.27, Synergy_Bliss=-0.714, Synergy_Loewe=-11.9, Synergy_HSA=-0.740. Drug 1: COC1=NC(=NC2=C1N=CN2C3C(C(C(O3)CO)O)O)N.